Dataset: Full USPTO retrosynthesis dataset with 1.9M reactions from patents (1976-2016). Task: Predict the reactants needed to synthesize the given product. Given the product [CH3:19][O:18][C:16]([C:4]1[C:3]([Cl:20])=[C:2]([NH2:1])[CH:7]=[C:6]([C:8]2[CH:13]=[C:12]([N+:26]([O-:28])=[O:27])[C:11]([Cl:14])=[CH:10][C:9]=2[F:15])[N:5]=1)=[O:17], predict the reactants needed to synthesize it. The reactants are: [NH2:1][C:2]1[CH:7]=[C:6]([C:8]2[CH:13]=[CH:12][C:11]([Cl:14])=[CH:10][C:9]=2[F:15])[N:5]=[C:4]([C:16]([O:18][CH3:19])=[O:17])[C:3]=1[Cl:20].S(=O)(=O)(O)O.[N+:26]([O-])([O-:28])=[O:27].[Na+].